This data is from Full USPTO retrosynthesis dataset with 1.9M reactions from patents (1976-2016). The task is: Predict the reactants needed to synthesize the given product. Given the product [ClH:26].[CH3:23][O:22][C:19]1[CH:20]=[CH:21][C:16]([CH2:15][NH:8][CH2:9][CH2:10][CH2:11][C:12]([O:14][CH3:28])=[O:13])=[CH:17][CH:18]=1, predict the reactants needed to synthesize it. The reactants are: C(OC([N:8]([CH2:15][C:16]1[CH:21]=[CH:20][C:19]([O:22][CH3:23])=[CH:18][CH:17]=1)[CH2:9][CH2:10][CH2:11][C:12]([OH:14])=[O:13])=O)(C)(C)C.S(Cl)([Cl:26])=O.[CH3:28]O.